From a dataset of Full USPTO retrosynthesis dataset with 1.9M reactions from patents (1976-2016). Predict the reactants needed to synthesize the given product. (1) Given the product [CH2:1]([O:8][C@@H:9]1[O:10][C@H:11]2[C@@H:12]([O:24][C@H:29]([C:30]3[CH:35]=[CH:34][CH:33]=[CH:32][CH:31]=3)[O:26][CH2:25]2)[C@H:13]([OH:23])[C@H:14]1[NH:15][C:16](=[O:22])[O:17][C:18]([CH3:21])([CH3:20])[CH3:19])[C:2]1[CH:3]=[CH:4][CH:5]=[CH:6][CH:7]=1, predict the reactants needed to synthesize it. The reactants are: [CH2:1]([O:8][C@H:9]1[C@H:14]([NH:15][C:16](=[O:22])[O:17][C:18]([CH3:21])([CH3:20])[CH3:19])[C@@H:13]([OH:23])[C@H:12]([OH:24])[C@@H:11]([CH2:25][OH:26])[O:10]1)[C:2]1[CH:7]=[CH:6][CH:5]=[CH:4][CH:3]=1.CO[CH:29](OC)[C:30]1[CH:35]=[CH:34][CH:33]=[CH:32][CH:31]=1.C1(C)C=CC(S(O)(=O)=O)=CC=1. (2) Given the product [CH2:2]([CH:5]1[O:9][CH:8]([OH:10])[CH2:7][CH2:6]1)[CH2:3][CH3:4], predict the reactants needed to synthesize it. The reactants are: [H-].[CH2:2]([CH:5]1[O:9][C:8](=[O:10])[CH2:7][CH2:6]1)[CH2:3][CH3:4].